Predict the product of the given reaction. From a dataset of Forward reaction prediction with 1.9M reactions from USPTO patents (1976-2016). (1) Given the reactants [C:1]([C:5]1[CH:6]=[C:7]([NH2:18])[N:8]([C:10]2[CH:15]=[C:14]([F:16])[CH:13]=[C:12]([F:17])[CH:11]=2)[N:9]=1)([CH3:4])([CH3:3])[CH3:2].[C:19]([N:26]1[CH:30]=NC=N1)(N1C=NC=N1)=[O:20].NC1[CH:46]=[CH:45][C:35]([O:36][C:37]2[CH:42]=[CH:41][N:40]=[C:39]([C:43]#[N:44])[CH:38]=2)=[CH:34][CH:33]=1, predict the reaction product. The product is: [C:1]([C:5]1[CH:6]=[C:7]([NH:18][C:19]([NH:26][C:30]2[CH:33]=[CH:34][C:35]([O:36][C:37]3[CH:42]=[CH:41][N:40]=[C:39]([C:43]#[N:44])[CH:38]=3)=[CH:45][CH:46]=2)=[O:20])[N:8]([C:10]2[CH:15]=[C:14]([F:16])[CH:13]=[C:12]([F:17])[CH:11]=2)[N:9]=1)([CH3:4])([CH3:2])[CH3:3]. (2) Given the reactants [CH2:1]([O:3][C:4](=[O:18])[C:5]1[CH:10]=[CH:9][CH:8]=[C:7]([O:11][CH2:12][CH:13]2[O:17][CH2:16][CH2:15][O:14]2)[CH:6]=1)[CH3:2].[N:19]([Si](C)(C)C)=[N+:20]=[N-:21].Cl[Sn](Cl)(Cl)Cl, predict the reaction product. The product is: [CH2:1]([O:3][C:4](=[O:18])[C:5]1[CH:10]=[CH:9][CH:8]=[C:7]([O:11][CH2:12][CH:13]([N:19]=[N+:20]=[N-:21])[O:14][CH2:15][CH2:16][OH:17])[CH:6]=1)[CH3:2]. (3) Given the reactants [CH3:1][C:2]([C:4]1[CH:9]=[C:8]([O:10][CH3:11])[C:7]([O:12][CH3:13])=[C:6]([O:14][CH3:15])[CH:5]=1)=[O:3].[CH3:16][O:17][C:18]1[CH:23]=[CH:22][C:21]([NH:24][C:25]2[N:32]=[CH:31][CH:30]=[CH:29][C:26]=2[CH:27]=O)=[CH:20][CH:19]=1.Cl, predict the reaction product. The product is: [CH3:16][O:17][C:18]1[CH:19]=[CH:20][C:21]([NH:24][C:25]2[C:26](/[CH:27]=[CH:1]/[C:2]([C:4]3[CH:5]=[C:6]([O:14][CH3:15])[C:7]([O:12][CH3:13])=[C:8]([O:10][CH3:11])[CH:9]=3)=[O:3])=[CH:29][CH:30]=[CH:31][N:32]=2)=[CH:22][CH:23]=1. (4) The product is: [F:1][C:2]1[CH:7]=[CH:6][CH:5]=[CH:4][C:3]=1[C:8]1[N:12]([S:39]([C:35]2[CH:34]=[N:33][CH:38]=[CH:37][CH:36]=2)(=[O:41])=[O:40])[CH:11]=[C:10]([CH:13]=[O:14])[C:9]=1[CH3:15]. Given the reactants [F:1][C:2]1[CH:7]=[CH:6][CH:5]=[CH:4][C:3]=1[C:8]1[NH:12][CH:11]=[C:10]([CH:13]=[O:14])[C:9]=1[CH3:15].[H-].[Na+].C1OCCOCCOCCOCCOC1.[N:33]1[CH:38]=[CH:37][CH:36]=[C:35]([S:39](Cl)(=[O:41])=[O:40])[CH:34]=1, predict the reaction product. (5) Given the reactants [C:1]([C:3]1[CH:8]=[CH:7][CH:6]=[CH:5][C:4]=1[C:9]1[CH:14]=[CH:13][C:12]([CH2:15][C:16]2[C:17](=[O:41])[N:18]([C@H:28]3[CH2:33][CH2:32][C@H:31]([O:34][CH2:35][C:36]([O:38]CC)=O)[CH2:30][CH2:29]3)[C:19]3[N:20]([N:25]=[CH:26][N:27]=3)[C:21]=2[CH2:22][CH2:23][CH3:24])=[CH:11][CH:10]=1)#[N:2].[CH2:42]([Mg]Br)[CH3:43].Cl.O1CC[CH2:49][CH2:48]1, predict the reaction product. The product is: [CH2:48]([C:36]([OH:38])([CH2:42][CH3:43])[CH2:35][O:34][C@H:31]1[CH2:30][CH2:29][C@H:28]([N:18]2[C:17](=[O:41])[C:16]([CH2:15][C:12]3[CH:11]=[CH:10][C:9]([C:4]4[C:3]([C:1]#[N:2])=[CH:8][CH:7]=[CH:6][CH:5]=4)=[CH:14][CH:13]=3)=[C:21]([CH2:22][CH2:23][CH3:24])[N:20]3[N:25]=[CH:26][N:27]=[C:19]23)[CH2:33][CH2:32]1)[CH3:49]. (6) Given the reactants [CH3:1][CH:2]([C@H:4]([CH2:20][C@H:21]([NH2:39])[C@@H:22]([OH:38])[CH2:23][C@H:24]([C:28]([NH:30][CH2:31][C:32]([C:35]([NH2:37])=[O:36])([CH3:34])[CH3:33])=[O:29])[CH:25]([CH3:27])[CH3:26])[CH2:5][C:6]1[CH:7]=[CH:8][C:9]([O:18][CH3:19])=[C:10]([O:12][CH2:13][CH2:14][CH2:15][O:16][CH3:17])[CH:11]=1)[CH3:3].[C:40]([O-:48])(=[O:47])C1C=CC=CC=1.[Na+].[CH2:50]([OH:54])[CH:51](O)[CH3:52], predict the reaction product. The product is: [CH3:3][CH:2]([C@H:4]([CH2:20][C@H:21]([NH2:39])[C@@H:22]([OH:38])[CH2:23][C@H:24]([C:28]([NH:30][CH2:31][C:32]([C:35]([NH2:37])=[O:36])([CH3:33])[CH3:34])=[O:29])[CH:25]([CH3:26])[CH3:27])[CH2:5][C:6]1[CH:7]=[CH:8][C:9]([O:18][CH3:19])=[C:10]([O:12][CH2:13][CH2:14][CH2:15][O:16][CH3:17])[CH:11]=1)[CH3:1].[CH3:3][CH:2]([C@H:4]([CH2:20][C@H:21]([NH2:39])[C@@H:22]([OH:38])[CH2:23][C@H:24]([C:28]([NH:30][CH2:31][C:32]([C:35]([NH2:37])=[O:36])([CH3:33])[CH3:34])=[O:29])[CH:25]([CH3:26])[CH3:27])[CH2:5][C:6]1[CH:7]=[CH:8][C:9]([O:18][CH3:19])=[C:10]([O:12][CH2:13][CH2:14][CH2:15][O:16][CH3:17])[CH:11]=1)[CH3:1].[CH:52](/[C:40]([OH:48])=[O:47])=[CH:51]\[C:50]([OH:54])=[O:12].